Dataset: Full USPTO retrosynthesis dataset with 1.9M reactions from patents (1976-2016). Task: Predict the reactants needed to synthesize the given product. (1) Given the product [ClH:19].[C:13]1([CH:7]([C:1]2[CH:2]=[CH:3][CH:4]=[CH:5][CH:6]=2)[N:8]2[CH2:11][CH:10]([OH:12])[CH2:9]2)[CH:14]=[CH:15][CH:16]=[CH:17][CH:18]=1, predict the reactants needed to synthesize it. The reactants are: [C:1]1([CH:7]([C:13]2[CH:18]=[CH:17][CH:16]=[CH:15][CH:14]=2)[N:8]2[CH2:11][CH:10]([OH:12])[CH2:9]2)[CH:6]=[CH:5][CH:4]=[CH:3][CH:2]=1.[ClH:19]. (2) Given the product [F:1][C:2]1[CH:7]=[CH:6][C:5]([C:8]2[O:9][C:10]3[CH:20]=[CH:19][C:18]([C:21]4[CH:29]=[C:25]([C:26](=[O:27])[NH:42][C:39]5([C:36]6[CH:37]=[CH:38][N:34]([CH3:33])[N:35]=6)[CH2:41][CH2:40]5)[C:24]([O:30][CH3:31])=[CH:23][C:22]=4[CH3:32])=[CH:17][C:11]=3[C:12]=2[C:13]([NH:14][CH3:15])=[O:16])=[CH:4][CH:3]=1, predict the reactants needed to synthesize it. The reactants are: [F:1][C:2]1[CH:7]=[CH:6][C:5]([C:8]2[O:9][C:10]3[CH:20]=[CH:19][C:18]([C:21]4[C:22]([CH3:32])=[CH:23][C:24]([O:30][CH3:31])=[C:25]([CH:29]=4)[C:26](O)=[O:27])=[CH:17][C:11]=3[C:12]=2[C:13](=[O:16])[NH:14][CH3:15])=[CH:4][CH:3]=1.[CH3:33][N:34]1[CH:38]=[CH:37][C:36]([C:39]2([NH2:42])[CH2:41][CH2:40]2)=[N:35]1.C1C=CC2N(O)N=NC=2C=1.CCN=C=NCCCN(C)C.Cl.C(N(C(C)C)CC)(C)C. (3) Given the product [CH3:42][O:41][C:39](=[O:40])[NH:1][CH2:2][C@H:3]([O:5][C:6]1[N:11]=[CH:10][C:9]([C:12]2[C:13]([CH3:31])=[N:14][CH:15]=[C:16]([NH:18][C:19](=[O:30])[C:20]3[CH:25]=[CH:24][CH:23]=[C:22]([C:26]([F:27])([F:28])[F:29])[CH:21]=3)[CH:17]=2)=[CH:8][C:7]=1[N:32]1[CH2:37][CH2:36][O:35][CH2:34][CH2:33]1)[CH3:4], predict the reactants needed to synthesize it. The reactants are: [NH2:1][CH2:2][C@H:3]([O:5][C:6]1[N:11]=[CH:10][C:9]([C:12]2[C:13]([CH3:31])=[N:14][CH:15]=[C:16]([NH:18][C:19](=[O:30])[C:20]3[CH:25]=[CH:24][CH:23]=[C:22]([C:26]([F:29])([F:28])[F:27])[CH:21]=3)[CH:17]=2)=[CH:8][C:7]=1[N:32]1[CH2:37][CH2:36][O:35][CH2:34][CH2:33]1)[CH3:4].Cl[C:39]([O:41][CH3:42])=[O:40]. (4) Given the product [Br:1][C:2]1[CH:3]=[C:4]2[C:10]([C:15](=[O:17])[CH3:16])=[CH:9][NH:8][C:5]2=[N:6][CH:7]=1, predict the reactants needed to synthesize it. The reactants are: [Br:1][C:2]1[CH:3]=[C:4]2[CH:10]=[CH:9][NH:8][C:5]2=[N:6][CH:7]=1.[Cl-].[Al+3].[Cl-].[Cl-].[C:15](Cl)(=[O:17])[CH3:16]. (5) Given the product [Br:1][C:2]1[CH:3]=[CH:4][C:5]([O:8][CH2:9][CH:10]([CH2:11][I:22])[CH2:13][O:14][Si:15]([C:18]([CH3:21])([CH3:20])[CH3:19])([CH3:17])[CH3:16])=[CH:6][N:7]=1, predict the reactants needed to synthesize it. The reactants are: [Br:1][C:2]1[N:7]=[CH:6][C:5]([O:8][CH2:9][CH:10]([CH2:13][O:14][Si:15]([C:18]([CH3:21])([CH3:20])[CH3:19])([CH3:17])[CH3:16])[CH2:11]O)=[CH:4][CH:3]=1.[I:22]I.C1C=CC(P(C2C=CC=CC=2)C2C=CC=CC=2)=CC=1.N1C=CN=C1. (6) Given the product [C:2]([Si:5]([O:28][C:21]1[CH:22]=[C:23]([I:27])[C:24]([Cl:26])=[CH:25][C:20]=1[Cl:19])([CH3:7])[CH3:6])([CH3:4])([CH3:3])[CH3:1], predict the reactants needed to synthesize it. The reactants are: [CH3:1][C:2]([Si:5](Cl)([CH3:7])[CH3:6])([CH3:4])[CH3:3].CN(C)C=O.N1C=CN=C1.[Cl:19][C:20]1[CH:25]=[C:24]([Cl:26])[C:23]([I:27])=[CH:22][C:21]=1[OH:28]. (7) Given the product [Cl:1][C:2]1[C:3]([F:31])=[C:4]([C@@H:8]2[C@:12]([C:15]3[CH:20]=[CH:19][C:18]([Cl:21])=[CH:17][C:16]=3[F:22])([C:13]#[N:14])[C@H:11]([CH2:23][C:24]([CH3:26])([CH3:25])[CH3:27])[NH:10][C@H:9]2[C:28]([NH:69][C:66]2[CH:67]=[CH:68][C:62]3[O:61][C:60]([C:58]([O:57][CH3:56])=[O:59])=[CH:64][C:63]=3[CH:65]=2)=[O:29])[CH:5]=[CH:6][CH:7]=1, predict the reactants needed to synthesize it. The reactants are: [Cl:1][C:2]1[C:3]([F:31])=[C:4]([C@@H:8]2[C@:12]([C:15]3[CH:20]=[CH:19][C:18]([Cl:21])=[CH:17][C:16]=3[F:22])([C:13]#[N:14])[C@H:11]([CH2:23][C:24]([CH3:27])([CH3:26])[CH3:25])[NH:10][C@H:9]2[C:28](O)=[O:29])[CH:5]=[CH:6][CH:7]=1.CCN(C(C)C)C(C)C.C1(P(Cl)(C2C=CC=CC=2)=O)C=CC=CC=1.[CH3:56][O:57][C:58]([C:60]1[O:61][C:62]2[CH:68]=[CH:67][C:66]([NH2:69])=[CH:65][C:63]=2[CH:64]=1)=[O:59].